This data is from Buchwald-Hartwig C-N cross coupling reaction yields with 55,370 reactions. The task is: Predict the reaction yield, written as a fraction of the theoretical maximum amount of product (1.0 means a 100% yield; for example, 0.34 means a 34% yield). (1) The reactants are CCc1ccc(I)cc1.Cc1ccc(N)cc1.O=S(=O)(O[Pd]1c2ccccc2-c2ccccc2N~1)C(F)(F)F.COc1ccc(OC)c(P([C@]23C[C@H]4C[C@H](C[C@H](C4)C2)C3)[C@]23C[C@H]4C[C@H](C[C@H](C4)C2)C3)c1-c1c(C(C)C)cc(C(C)C)cc1C(C)C.CN(C)C(=NC(C)(C)C)N(C)C.CCOC(=O)c1cnoc1. No catalyst specified. The product is CCc1ccc(Nc2ccc(C)cc2)cc1. The yield is 0.0260. (2) The reactants are Brc1ccccn1.Cc1ccc(N)cc1.O=S(=O)(O[Pd]1c2ccccc2-c2ccccc2N~1)C(F)(F)F.CC(C)c1cc(C(C)C)c(-c2ccccc2P(C(C)(C)C)C(C)(C)C)c(C(C)C)c1.CCN=P(N=P(N(C)C)(N(C)C)N(C)C)(N(C)C)N(C)C.Cc1cc(C)on1. No catalyst specified. The product is Cc1ccc(Nc2ccccn2)cc1. The yield is 0.762. (3) The reactants are CCc1ccc(Br)cc1.Cc1ccc(N)cc1.O=S(=O)(O[Pd]1c2ccccc2-c2ccccc2N~1)C(F)(F)F.CC(C)c1cc(C(C)C)c(-c2ccccc2P(C2CCCCC2)C2CCCCC2)c(C(C)C)c1.CN1CCCN2CCCN=C12.c1ccc2oncc2c1. No catalyst specified. The product is CCc1ccc(Nc2ccc(C)cc2)cc1. The yield is 0.119. (4) The reactants are FC(F)(F)c1ccc(Br)cc1.Cc1ccc(N)cc1.O=S(=O)(O[Pd]1c2ccccc2-c2ccccc2N~1)C(F)(F)F.CC(C)c1cc(C(C)C)c(-c2ccccc2P(C(C)(C)C)C(C)(C)C)c(C(C)C)c1.CN1CCCN2CCCN=C12.CCOC(=O)c1ccon1. No catalyst specified. The product is Cc1ccc(Nc2ccc(C(F)(F)F)cc2)cc1. The yield is 0.401. (5) The reactants are Clc1ccccn1.Cc1ccc(N)cc1.O=S(=O)(O[Pd]1c2ccccc2-c2ccccc2N~1)C(F)(F)F.CC(C)c1cc(C(C)C)c(-c2ccccc2P(C(C)(C)C)C(C)(C)C)c(C(C)C)c1.CCN=P(N=P(N(C)C)(N(C)C)N(C)C)(N(C)C)N(C)C.c1ccc(-c2cnoc2)cc1. No catalyst specified. The product is Cc1ccc(Nc2ccccn2)cc1. The yield is 0.313. (6) The reactants are Clc1ccccn1.Cc1ccc(N)cc1.O=S(=O)(O[Pd]1c2ccccc2-c2ccccc2N~1)C(F)(F)F.CC(C)c1cc(C(C)C)c(-c2ccccc2P(C2CCCCC2)C2CCCCC2)c(C(C)C)c1.CN(C)C(=NC(C)(C)C)N(C)C.COC(=O)c1cc(-c2ccco2)on1. No catalyst specified. The product is Cc1ccc(Nc2ccccn2)cc1. The yield is 0.216. (7) The product is CCc1ccc(Nc2ccc(C)cc2)cc1. The reactants are CCc1ccc(I)cc1.Cc1ccc(N)cc1.O=S(=O)(O[Pd]1c2ccccc2-c2ccccc2N~1)C(F)(F)F.COc1ccc(OC)c(P(C(C)(C)C)C(C)(C)C)c1-c1c(C(C)C)cc(C(C)C)cc1C(C)C.CCN=P(N=P(N(C)C)(N(C)C)N(C)C)(N(C)C)N(C)C.CCOC(=O)c1cc(C)on1. No catalyst specified. The yield is 0.646. (8) The reactants are FC(F)(F)c1ccc(I)cc1.Cc1ccc(N)cc1.O=S(=O)(O[Pd]1c2ccccc2-c2ccccc2N~1)C(F)(F)F.COc1ccc(OC)c(P([C@]23C[C@H]4C[C@H](C[C@H](C4)C2)C3)[C@]23C[C@H]4C[C@H](C[C@H](C4)C2)C3)c1-c1c(C(C)C)cc(C(C)C)cc1C(C)C.CN(C)C(=NC(C)(C)C)N(C)C.c1ccc(-c2ccno2)cc1. No catalyst specified. The product is Cc1ccc(Nc2ccc(C(F)(F)F)cc2)cc1. The yield is 0.397.